This data is from Full USPTO retrosynthesis dataset with 1.9M reactions from patents (1976-2016). The task is: Predict the reactants needed to synthesize the given product. (1) Given the product [N:17]1[CH:18]=[CH:19][C:14]([CH2:13][C:25]([C:24]2[CH:23]=[C:22]([CH:33]=[CH:32][CH:31]=2)[C:20]#[N:21])=[O:26])=[N:15][CH:16]=1, predict the reactants needed to synthesize it. The reactants are: C(NC(C)C)(C)C.[Li]CCCC.[CH3:13][C:14]1[CH:19]=[CH:18][N:17]=[CH:16][N:15]=1.[C:20]([C:22]1[CH:23]=[C:24]([CH:31]=[CH:32][CH:33]=1)[C:25](N(OC)C)=[O:26])#[N:21]. (2) Given the product [Cl:1][C:2]1[CH:3]=[C:4]([C:12]2[N:16]=[C:15]([C:17]3[CH:22]=[CH:21][C:20]([NH:23][CH2:24][CH2:25][CH2:26][P:27](=[O:28])([OH:31])[OH:34])=[CH:19][CH:18]=3)[O:14][N:13]=2)[CH:5]=[CH:6][C:7]=1[O:8][CH:9]([CH3:11])[CH3:10], predict the reactants needed to synthesize it. The reactants are: [Cl:1][C:2]1[CH:3]=[C:4]([C:12]2[N:16]=[C:15]([C:17]3[CH:22]=[CH:21][C:20]([NH:23][CH2:24][CH2:25][CH2:26][P:27](=[O:34])([O:31]CC)[O:28]CC)=[CH:19][CH:18]=3)[O:14][N:13]=2)[CH:5]=[CH:6][C:7]=1[O:8][CH:9]([CH3:11])[CH3:10].Br[Si](C)(C)C. (3) Given the product [F:43][C:2]([F:1])([F:42])[C:3]1[CH:4]=[CH:5][C:6]([C:9]2[N:13]([CH2:14][O:15][CH2:16][CH2:17][Si:18]([CH3:20])([CH3:19])[CH3:21])[C:12]([N:22]3[CH2:23][CH2:24][N:25]([C:28]4[C:33]([C:34]([F:37])([F:35])[F:36])=[CH:32][CH:31]=[CH:30][N:29]=4)[CH2:26][CH2:27]3)=[N:11][C:10]=2[C:38]([OH:40])=[O:39])=[CH:7][CH:8]=1, predict the reactants needed to synthesize it. The reactants are: [F:1][C:2]([F:43])([F:42])[C:3]1[CH:8]=[CH:7][C:6]([C:9]2[N:13]([CH2:14][O:15][CH2:16][CH2:17][Si:18]([CH3:21])([CH3:20])[CH3:19])[C:12]([N:22]3[CH2:27][CH2:26][N:25]([C:28]4[C:33]([C:34]([F:37])([F:36])[F:35])=[CH:32][CH:31]=[CH:30][N:29]=4)[CH2:24][CH2:23]3)=[N:11][C:10]=2[C:38]([O:40]C)=[O:39])=[CH:5][CH:4]=1.[Li+].[OH-]. (4) Given the product [Cl:1][C:2]1[CH:3]=[C:4]([CH:17]=[CH:18][CH:19]=1)[CH2:5][C:6]1[NH:7][C:8](=[O:16])[C:9]([C:14]#[N:15])=[C:10]([NH:23][CH2:20][CH2:21][CH3:22])[N:11]=1, predict the reactants needed to synthesize it. The reactants are: [Cl:1][C:2]1[CH:3]=[C:4]([CH:17]=[CH:18][CH:19]=1)[CH2:5][C:6]1[NH:7][C:8](=[O:16])[C:9]([C:14]#[N:15])=[C:10](SC)[N:11]=1.[CH2:20]([NH2:23])[CH2:21][CH3:22]. (5) Given the product [CH2:23]([C:25]1[CH:39]=[CH:38][C:28]([O:29][C:30]([CH3:36])([CH3:37])[C:31]([OH:33])=[O:32])=[CH:27][C:26]=1[O:12][CH2:11][CH2:10][CH2:9][C:8]1[C:4]([CH:1]([CH3:3])[CH3:2])=[N:5][N:6]([C:13]2[CH:18]=[CH:17][C:16]([C:19]([F:21])([F:20])[F:22])=[CH:15][N:14]=2)[CH:7]=1)[CH3:24], predict the reactants needed to synthesize it. The reactants are: [CH:1]([C:4]1[C:8]([CH2:9][CH2:10][CH2:11][OH:12])=[CH:7][N:6]([C:13]2[CH:18]=[CH:17][C:16]([C:19]([F:22])([F:21])[F:20])=[CH:15][N:14]=2)[N:5]=1)([CH3:3])[CH3:2].[CH2:23]([C:25]1[CH:39]=[CH:38][C:28]([O:29][C:30]([CH3:37])([CH3:36])[C:31]([O:33]CC)=[O:32])=[CH:27][C:26]=1O)[CH3:24].C(P(CCCC)CCCC)CCC.N(C(N1CCCCC1)=O)=NC(N1CCCCC1)=O. (6) Given the product [C:1]([O:5][C@@H:6]([C:12]1[C:21]([CH3:22])=[CH:20][C:19]2[C:14](=[CH:15][CH:16]=[C:17]([CH:32]=[CH2:33])[CH:18]=2)[C:13]=1[O:24][S:25]([C:28]([F:31])([F:30])[F:29])(=[O:27])=[O:26])[C:7]([O:9][CH2:10][CH3:11])=[O:8])([CH3:4])([CH3:3])[CH3:2], predict the reactants needed to synthesize it. The reactants are: [C:1]([O:5][C@@H:6]([C:12]1[C:21]([CH3:22])=[CH:20][C:19]2[C:14](=[CH:15][CH:16]=[C:17](Cl)[CH:18]=2)[C:13]=1[O:24][S:25]([C:28]([F:31])([F:30])[F:29])(=[O:27])=[O:26])[C:7]([O:9][CH2:10][CH3:11])=[O:8])([CH3:4])([CH3:3])[CH3:2].[CH:32]([Sn](CCCC)(CCCC)CCCC)=[CH2:33].C([O-])(O)=O.[Na+].